From a dataset of Full USPTO retrosynthesis dataset with 1.9M reactions from patents (1976-2016). Predict the reactants needed to synthesize the given product. (1) The reactants are: [C:1]1([CH3:14])[CH:6]=[CH:5][C:4]([O:7][CH2:8][C:9]([O:11][CH2:12][CH3:13])=[O:10])=[CH:3][CH:2]=1.[CH2:15](C1C=CC(O)=CC=1)C.BrCC(OCC)=O.C(=O)([O-])[O-].[K+].[K+]. Given the product [CH2:14]([C:1]1[CH:6]=[CH:5][C:4]([O:7][CH2:8][C:9]([O:11][CH2:12][CH3:13])=[O:10])=[CH:3][CH:2]=1)[CH3:15], predict the reactants needed to synthesize it. (2) Given the product [C:25]1([O:24][C:22](=[O:23])[NH:11][C:9]2[N:10]=[C:5]3[CH:4]=[CH:3][C:2]([Br:1])=[CH:7][N:6]3[CH:8]=2)[CH:30]=[CH:29][CH:28]=[CH:27][CH:26]=1, predict the reactants needed to synthesize it. The reactants are: [Br:1][C:2]1[CH:3]=[CH:4][C:5]2[N:6]([CH:8]=[C:9]([NH2:11])[N:10]=2)[CH:7]=1.CC1C=C(C)C=C(C)N=1.Cl[C:22]([O:24][C:25]1[CH:30]=[CH:29][CH:28]=[CH:27][CH:26]=1)=[O:23]. (3) Given the product [F:12][C:13]1[CH:18]=[CH:17][CH:16]=[CH:15][C:14]=1[C:2]1[CH:7]=[CH:6][N:5]=[C:4]([NH2:8])[C:3]=1[N+:9]([O-:11])=[O:10], predict the reactants needed to synthesize it. The reactants are: Br[C:2]1[CH:7]=[CH:6][N:5]=[C:4]([NH2:8])[C:3]=1[N+:9]([O-:11])=[O:10].[F:12][C:13]1[CH:18]=[CH:17][CH:16]=[CH:15][C:14]=1B(O)O.C([O-])([O-])=O.[Na+].[Na+].O. (4) Given the product [N:1]1([C:6]2[CH:13]=[CH:12][CH:11]=[CH:10][C:7]=2[CH2:8][NH2:9])[CH:5]=[CH:4][N:3]=[CH:2]1, predict the reactants needed to synthesize it. The reactants are: [N:1]1([C:6]2[CH:13]=[CH:12][CH:11]=[CH:10][C:7]=2[C:8]#[N:9])[CH:5]=[CH:4][N:3]=[CH:2]1.N. (5) Given the product [C:3]([O:7][C:8]([N:10]1[CH2:15][CH2:14][CH:13]([N:16]([CH2:26][C:27]2[CH:32]=[CH:31][CH:30]=[C:29]([C:33](=[O:1])[NH2:34])[CH:28]=2)[C:17]2[CH:18]=[C:19]3[C:23](=[CH:24][CH:25]=2)[NH:22][CH:21]=[CH:20]3)[CH2:12][CH2:11]1)=[O:9])([CH3:6])([CH3:4])[CH3:5], predict the reactants needed to synthesize it. The reactants are: [OH-:1].[Na+].[C:3]([O:7][C:8]([N:10]1[CH2:15][CH2:14][CH:13]([N:16]([CH2:26][C:27]2[CH:32]=[CH:31][CH:30]=[C:29]([C:33]#[N:34])[CH:28]=2)[C:17]2[CH:18]=[C:19]3[C:23](=[CH:24][CH:25]=2)[NH:22][CH:21]=[CH:20]3)[CH2:12][CH2:11]1)=[O:9])([CH3:6])([CH3:5])[CH3:4]. (6) Given the product [Cl:22][C:23]1[N:31]=[CH:30][CH:29]=[CH:28][C:24]=1[C:25]([NH:13][C:14]1[CH:21]=[CH:20][C:17]([CH2:18][NH:19][C:10]2[C:9]3[C:4](=[CH:5][CH:6]=[CH:7][CH:8]=3)[N:3]=[C:2]([NH:33][CH3:32])[N:11]=2)=[CH:16][CH:15]=1)=[O:26], predict the reactants needed to synthesize it. The reactants are: Cl[C:2]1[N:11]=[C:10](Cl)[C:9]2[C:4](=[CH:5][CH:6]=[CH:7][CH:8]=2)[N:3]=1.[NH2:13][C:14]1[CH:21]=[CH:20][C:17]([CH2:18][NH2:19])=[CH:16][CH:15]=1.[Cl:22][C:23]1[N:31]=[CH:30][CH:29]=[CH:28][C:24]=1[C:25](Cl)=[O:26].[CH3:32][NH2:33]. (7) Given the product [N:53]([CH2:37][CH2:38][C:39]([O:40][C:41]1[C:42]([F:51])=[C:43]([F:50])[C:44]([F:49])=[C:45]([F:48])[C:46]=1[F:47])=[O:52])([CH2:64][CH2:65][C:66]([O:68][C:41]1[C:46]([F:47])=[C:45]([F:48])[C:44]([F:49])=[C:43]([F:50])[C:42]=1[F:51])=[O:67])[CH2:59][CH2:60][C:61]([O:63][C:41]1[C:46]([F:47])=[C:45]([F:48])[C:44]([F:49])=[C:43]([F:50])[C:42]=1[F:51])=[O:62], predict the reactants needed to synthesize it. The reactants are: [N+](C([CH2:37][CH2:38][C:39](=[O:52])[O:40][C:41]1[C:46]([F:47])=[C:45]([F:48])[C:44]([F:49])=[C:43]([F:50])[C:42]=1[F:51])([CH2:37][CH2:38][C:39]([O:40][C:41]1[C:42]([F:51])=[C:43]([F:50])[C:44]([F:49])=[C:45]([F:48])[C:46]=1[F:47])=[O:52])[CH2:37][CH2:38][C:39]([O:40][C:41]1[C:42]([F:51])=[C:43]([F:50])[C:44]([F:49])=[C:45]([F:48])[C:46]=1[F:47])=[O:52])([O-])=O.[N:53]([CH2:64][CH2:65][C:66]([OH:68])=[O:67])([CH2:59][CH2:60][C:61]([OH:63])=[O:62])CCC(O)=O. (8) Given the product [CH2:25]([NH:1][C:2]1[CH:7]=[C:6]([N+:8]([O-:10])=[O:9])[CH:5]=[CH:4][C:3]=1[N:11]1[CH2:12][CH2:13][N:14]([C:17](=[O:18])[C:19]2[CH:20]=[CH:21][CH:22]=[CH:23][CH:24]=2)[CH2:15][CH2:16]1)[C:26]1[CH:31]=[CH:30][CH:29]=[CH:28][CH:27]=1, predict the reactants needed to synthesize it. The reactants are: [NH2:1][C:2]1[CH:7]=[C:6]([N+:8]([O-:10])=[O:9])[CH:5]=[CH:4][C:3]=1[N:11]1[CH2:16][CH2:15][N:14]([C:17]([C:19]2[CH:24]=[CH:23][CH:22]=[CH:21][CH:20]=2)=[O:18])[CH2:13][CH2:12]1.[CH:25](=O)[C:26]1[CH:31]=[CH:30][CH:29]=[CH:28][CH:27]=1.C(O[BH-](OC(=O)C)OC(=O)C)(=O)C.[Na+]. (9) The reactants are: CS(O[CH2:6][CH2:7][C:8]1[CH:13]=[CH:12][C:11]([NH:14][C:15]2[N:24]=[CH:23][C:22]3[CH2:21][C@@H:20]([C:25]4[CH:30]=[CH:29][C:28]([F:31])=[CH:27][CH:26]=4)[C:19]4[CH:32]=[CH:33][CH:34]=[CH:35][C:18]=4[C:17]=3[N:16]=2)=[CH:10][CH:9]=1)(=O)=O.[CH3:36][NH:37][CH:38]1[CH2:43][CH2:42][CH2:41][CH2:40][CH2:39]1. Given the product [CH:38]1([N:37]([CH3:36])[CH2:6][CH2:7][C:8]2[CH:13]=[CH:12][C:11]([NH:14][C:15]3[N:24]=[CH:23][C:22]4[CH2:21][C@@H:20]([C:25]5[CH:30]=[CH:29][C:28]([F:31])=[CH:27][CH:26]=5)[C:19]5[CH:32]=[CH:33][CH:34]=[CH:35][C:18]=5[C:17]=4[N:16]=3)=[CH:10][CH:9]=2)[CH2:43][CH2:42][CH2:41][CH2:40][CH2:39]1, predict the reactants needed to synthesize it.